This data is from Full USPTO retrosynthesis dataset with 1.9M reactions from patents (1976-2016). The task is: Predict the reactants needed to synthesize the given product. (1) Given the product [C:40]1([C:45]2[C:50]([C:4]3[CH:12]=[CH:11][CH:10]=[C:6]([C:7]([OH:9])=[O:8])[CH:5]=3)=[CH:49][CH:48]=[CH:47][CH:46]=2)[CH:41]=[CH:42][CH:43]=[CH:44][CH:39]=1, predict the reactants needed to synthesize it. The reactants are: B([C:4]1[CH:5]=[C:6]([CH:10]=[CH:11][CH:12]=1)[C:7]([OH:9])=[O:8])(O)O.C1(P(C2C=CC=CC=2)C2C=CC=CC=2)C=CC=CC=1.C(=O)([O-])[O-].[K+].[K+].Br[C:39]1[CH:44]=[CH:43][CH:42]=[CH:41][C:40]=1[C:45]1[CH:50]=[CH:49][CH:48]=[CH:47][CH:46]=1. (2) Given the product [NH2:1][C:2]1[C:7]([F:8])=[C:6]([CH2:9][CH2:10][CH3:11])[N:5]=[C:4]([C:12]([OH:21])=[O:13])[C:3]=1[Cl:14], predict the reactants needed to synthesize it. The reactants are: [NH2:1][C:2]1[C:7]([F:8])=[C:6]([CH2:9][CH2:10][CH3:11])[N:5]=[C:4]([CH:12]=[O:13])[C:3]=1[Cl:14].CC(=CC)C.P([O-])([O-])(O)=[O:21].[Na+].[Na+].Cl([O-])=O.[Na+]. (3) Given the product [CH3:20][O:19][CH2:18][C:15]1[N:14]2[N:21]=[C:22]([C:24]([F:27])([F:26])[F:25])[CH:23]=[C:13]2[C:12]([C:9](=[O:8])[CH2:10][CH3:11])=[CH:17][CH:16]=1, predict the reactants needed to synthesize it. The reactants are: C(N(CC)CC)C.[OH:8][CH:9]([C:12]1[C:13]2[N:14]([N:21]=[C:22]([C:24]([F:27])([F:26])[F:25])[CH:23]=2)[C:15]([CH2:18][O:19][CH3:20])=[CH:16][CH:17]=1)[CH2:10][CH3:11].O. (4) Given the product [CH2:1]([NH:8][C:9]1[C:18]2[C:13](=[CH:14][C:15]([Br:19])=[CH:16][CH:17]=2)[N:12]=[CH:11][C:10]=1[NH2:20])[C:2]1[CH:3]=[CH:4][CH:5]=[CH:6][CH:7]=1, predict the reactants needed to synthesize it. The reactants are: [CH2:1]([NH:8][C:9]1[C:18]2[C:13](=[CH:14][C:15]([Br:19])=[CH:16][CH:17]=2)[N:12]=[CH:11][C:10]=1[N+:20]([O-])=O)[C:2]1[CH:7]=[CH:6][CH:5]=[CH:4][CH:3]=1. (5) The reactants are: FC(F)(F)C(O)=O.[F:8][C:9]1[CH:14]=[C:13]([N:15]2[CH:20]=[CH:19][CH:18]=[CH:17][C:16]2=[O:21])[CH:12]=[CH:11][C:10]=1[NH:22][C:23]([N:25]1[CH2:29][C@@H:28]([C:30]([F:33])([F:32])[F:31])[C@H:27]([CH2:34][NH2:35])[CH2:26]1)=[O:24].[Cl:36][C:37]1[S:41][C:40]([C:42](O)=[O:43])=[CH:39][CH:38]=1. Given the product [F:8][C:9]1[CH:14]=[C:13]([N:15]2[CH:20]=[CH:19][CH:18]=[CH:17][C:16]2=[O:21])[CH:12]=[CH:11][C:10]=1[NH:22][C:23]([N:25]1[CH2:29][C@@H:28]([C:30]([F:31])([F:32])[F:33])[C@H:27]([CH2:34][NH:35][C:42]([C:40]2[S:41][C:37]([Cl:36])=[CH:38][CH:39]=2)=[O:43])[CH2:26]1)=[O:24], predict the reactants needed to synthesize it. (6) Given the product [CH3:60][C:59]([S:57]([NH:56][C:53]1([C:21]2[S:22][C:23]([C:26]3[CH:31]=[C:30]([NH:32][C:33]4[N:38]=[C:37]([C:39]([F:42])([F:41])[F:40])[CH:36]=[CH:35][N:34]=4)[CH:29]=[C:28]([CH3:43])[CH:27]=3)=[CH:24][N:25]=2)[CH2:52][CH2:51][C:50]2([O:49][CH2:48][CH2:47][O:46]2)[CH2:55][CH2:54]1)=[O:58])([CH3:62])[CH3:61], predict the reactants needed to synthesize it. The reactants are: C(NC(C)C)(C)C.[Li+].CCC[CH2-].OC1C(O)([C:21]2[S:22][C:23]([C:26]3[CH:31]=[C:30]([NH:32][C:33]4[N:38]=[C:37]([C:39]([F:42])([F:41])[F:40])[CH:36]=[CH:35][N:34]=4)[CH:29]=[C:28]([CH3:43])[CH:27]=3)=[CH:24][N:25]=2)CCNC(=O)C1.[O:46]1[C:50]2([CH2:55][CH2:54][C:53](=[N:56][S:57]([C:59]([CH3:62])([CH3:61])[CH3:60])=[O:58])[CH2:52][CH2:51]2)[O:49][CH2:48][CH2:47]1. (7) The reactants are: [F:1][C:2]1[CH:27]=[CH:26][CH:25]=[CH:24][C:3]=1[C:4]([NH:6][CH:7]([C:9]1[N:14]=[N:13][C:12]([NH:15][C:16]2[CH:21]=[CH:20][C:19]([O:22][CH3:23])=[CH:18][CH:17]=2)=[N:11][CH:10]=1)[CH3:8])=O.P(Cl)(Cl)(Cl)=O. Given the product [F:1][C:2]1[CH:27]=[CH:26][CH:25]=[CH:24][C:3]=1[C:4]1[N:14]2[C:9]([CH:10]=[N:11][C:12]([NH:15][C:16]3[CH:21]=[CH:20][C:19]([O:22][CH3:23])=[CH:18][CH:17]=3)=[N:13]2)=[C:7]([CH3:8])[N:6]=1, predict the reactants needed to synthesize it. (8) The reactants are: [CH:1]([C:4]1[C:13]2[O:12][CH:11]([C:14]3[CH:19]=[CH:18][CH:17]=[CH:16][CH:15]=3)[C:10](=O)[NH:9][C:8]=2[CH:7]=[CH:6][CH:5]=1)([CH3:3])[CH3:2].B.O1CCCC1.O.C(=O)([O-])O.[Na+]. Given the product [CH:1]([C:4]1[C:13]2[O:12][CH:11]([C:14]3[CH:19]=[CH:18][CH:17]=[CH:16][CH:15]=3)[CH2:10][NH:9][C:8]=2[CH:7]=[CH:6][CH:5]=1)([CH3:3])[CH3:2], predict the reactants needed to synthesize it. (9) Given the product [Cl:1][C:2]1[CH:3]=[C:4]([NH:12][C:13]([C:15]2[CH:19]=[C:18]([C:20]3[CH:25]=[CH:24][C:23]([O:26][CH2:27][C@H:28]([OH:29])[CH2:32][OH:31])=[CH:22][CH:21]=3)[O:17][N:16]=2)=[O:14])[CH:5]=[CH:6][C:7]=1[O:8][CH:9]([CH3:10])[CH3:11], predict the reactants needed to synthesize it. The reactants are: [Cl:1][C:2]1[CH:3]=[C:4]([NH:12][C:13]([C:15]2[CH:19]=[C:18]([C:20]3[CH:25]=[CH:24][C:23]([O:26][CH2:27][C@H:28]4[CH2:32][O:31]C(C)(C)[O:29]4)=[CH:22][CH:21]=3)[O:17][N:16]=2)=[O:14])[CH:5]=[CH:6][C:7]=1[O:8][CH:9]([CH3:11])[CH3:10].O.C1(C)C=CC(S(O)(=O)=O)=CC=1. (10) Given the product [CH2:30]([O:29][C:27](=[O:28])[NH:26][C:32](=[O:36])[C:33](=[N:37][NH:13][C:9]1[CH:10]=[C:11]([CH3:12])[C:6]([O:5][C:4]2[CH:15]=[CH:16][C:17]([O:18][CH3:19])=[C:2]([Br:1])[CH:3]=2)=[C:7]([CH3:14])[CH:8]=1)[C:34]#[N:35])[CH3:31], predict the reactants needed to synthesize it. The reactants are: [Br:1][C:2]1[CH:3]=[C:4]([CH:15]=[CH:16][C:17]=1[O:18][CH3:19])[O:5][C:6]1[C:11]([CH3:12])=[CH:10][C:9]([NH2:13])=[CH:8][C:7]=1[CH3:14].N([O-])=O.[Na+].C([N:26]([C:32](=[O:36])[CH2:33][C:34]#[N:35])[C:27]([O:29][CH2:30][CH3:31])=[O:28])C.[N:37]1C=CC=CC=1.